This data is from Catalyst prediction with 721,799 reactions and 888 catalyst types from USPTO. The task is: Predict which catalyst facilitates the given reaction. (1) Reactant: [Br:1][C:2]1[CH:3]=[C:4]2[N:10]=[C:9]([CH2:11][NH2:12])[NH:8][C:5]2=[N:6][CH:7]=1.CN(C(ON1N=NC2C=CC=CC1=2)=[N+](C)C)C.[B-](F)(F)(F)F.C(N(C(C)C)CC)(C)C.[CH3:44][C:45]1[CH:46]=[C:47]([CH:51]=[CH:52][C:53]=1[C:54]([N:56]1[CH2:60][CH:59]=[CH:58][CH2:57]1)=[O:55])[C:48](O)=[O:49]. Product: [Br:1][C:2]1[CH:3]=[C:4]2[N:10]=[C:9]([CH2:11][NH:12][C:48](=[O:49])[C:47]3[CH:51]=[CH:52][C:53]([C:54]([N:56]4[CH2:57][CH:58]=[CH:59][CH2:60]4)=[O:55])=[C:45]([CH3:44])[CH:46]=3)[NH:8][C:5]2=[N:6][CH:7]=1. The catalyst class is: 7. (2) Reactant: Cl[CH2:2][CH2:3][CH2:4][N:5]1[C:13]2[C:8](=[CH:9][C:10]([N:14]3[CH:19]=[CH:18][C:17]([C:20]4[CH:25]=[CH:24][C:23]([C:26]([F:29])([F:28])[F:27])=[CH:22][CH:21]=4)=[CH:16][C:15]3=[O:30])=[CH:11][CH:12]=2)[CH:7]=[N:6]1.C([O-])([O-])=O.[K+].[K+].[NH:37]1[CH2:41][CH2:40][CH2:39][CH2:38]1. Product: [N:37]1([CH2:2][CH2:3][CH2:4][N:5]2[C:13]3[C:8](=[CH:9][C:10]([N:14]4[CH:19]=[CH:18][C:17]([C:20]5[CH:25]=[CH:24][C:23]([C:26]([F:29])([F:28])[F:27])=[CH:22][CH:21]=5)=[CH:16][C:15]4=[O:30])=[CH:11][CH:12]=3)[CH:7]=[N:6]2)[CH2:41][CH2:40][CH2:39][CH2:38]1. The catalyst class is: 18. (3) Reactant: [CH:1]1([N:4]([CH2:18][C:19]2[N:23]=[C:22]([C:24]([O:26]CC)=O)[O:21][N:20]=2)[S:5]([C:8]2[C:13]([CH3:14])=[CH:12][C:11]([O:15][CH3:16])=[CH:10][C:9]=2[CH3:17])(=[O:7])=[O:6])[CH2:3][CH2:2]1.[CH3:29][N:30]1[CH2:35][CH2:34][CH2:33][CH:32]([CH2:36][N:37]2[CH2:42][CH2:41][NH:40][CH2:39][CH2:38]2)[CH2:31]1.C[Al](C)C. Product: [NH3:4].[CH:1]1([N:4]([CH2:18][C:19]2[N:23]=[C:22]([C:24]([N:40]3[CH2:39][CH2:38][N:37]([CH2:36][CH:32]4[CH2:33][CH2:34][CH2:35][N:30]([CH3:29])[CH2:31]4)[CH2:42][CH2:41]3)=[O:26])[O:21][N:20]=2)[S:5]([C:8]2[C:13]([CH3:14])=[CH:12][C:11]([O:15][CH3:16])=[CH:10][C:9]=2[CH3:17])(=[O:6])=[O:7])[CH2:3][CH2:2]1. The catalyst class is: 26. (4) Reactant: [CH3:1][C:2]([OH:11])([CH3:10])[CH2:3][N:4]1[CH2:9][CH2:8][CH2:7][CH2:6][CH2:5]1.[H-].[Na+].F[C:15]1[CH:20]=[CH:19][C:18]([N+:21]([O-:23])=[O:22])=[CH:17][CH:16]=1. Product: [CH3:10][C:2]([O:11][C:15]1[CH:20]=[CH:19][C:18]([N+:21]([O-:23])=[O:22])=[CH:17][CH:16]=1)([CH3:1])[CH2:3][N:4]1[CH2:9][CH2:8][CH2:7][CH2:6][CH2:5]1. The catalyst class is: 3. (5) Reactant: Br[C:2]1[CH:3]=[C:4]([F:9])[CH:5]=[C:6]([CH3:8])[CH:7]=1.C([Li])CCC.CN([CH:18]=[O:19])C. Product: [F:9][C:4]1[CH:3]=[CH:2][C:7]([CH:18]=[O:19])=[C:6]([CH3:8])[CH:5]=1. The catalyst class is: 1. (6) Reactant: [CH3:1][O:2][C:3]1[CH:4]=[CH:5][C:6]([NH:11][C:12]2[C:13]3[N:14]([CH:27]=[CH:28][N:29]=3)[N:15]=[C:16]([C:18]3[CH:26]=[CH:25][C:21]([C:22](O)=[O:23])=[CH:20][CH:19]=3)[CH:17]=2)=[N:7][C:8]=1[O:9][CH3:10].[NH2:30][CH2:31][CH2:32][C:33]1[CH:38]=[CH:37][NH:36][C:35](=[O:39])[CH:34]=1.CN1C=CN=C1.CCN=C=NCCCN(C)C. Product: [CH3:1][O:2][C:3]1[CH:4]=[CH:5][C:6]([NH:11][C:12]2[C:13]3[N:14]([CH:27]=[CH:28][N:29]=3)[N:15]=[C:16]([C:18]3[CH:19]=[CH:20][C:21]([C:22]([NH:30][CH2:31][CH2:32][C:33]4[CH:38]=[CH:37][NH:36][C:35](=[O:39])[CH:34]=4)=[O:23])=[CH:25][CH:26]=3)[CH:17]=2)=[N:7][C:8]=1[O:9][CH3:10]. The catalyst class is: 139. (7) Reactant: [BH-](OC(C)=O)(OC(C)=O)OC(C)=O.[Na+].[CH:15]([C:17]1[C:18]([C:22]2[NH:26][C:25]([C:27]#[N:28])=[CH:24][CH:23]=2)=[N:19][NH:20][CH:21]=1)=O.[CH3:29][C@@H:30]1[CH2:35][NH:34][CH2:33][CH2:32][N:31]1[C:36]1[CH:41]=[CH:40][C:39]([C:42]([F:45])([F:44])[F:43])=[CH:38][N:37]=1.C(O)(=O)C.C(=O)([O-])[O-].[Na+].[Na+]. Product: [CH3:29][C@H:30]1[N:31]([C:36]2[CH:41]=[CH:40][C:39]([C:42]([F:45])([F:43])[F:44])=[CH:38][N:37]=2)[CH2:32][CH2:33][N:34]([CH2:15][C:17]2[C:18]([C:22]3[NH:26][C:25]([C:27]#[N:28])=[CH:24][CH:23]=3)=[N:19][NH:20][CH:21]=2)[CH2:35]1. The catalyst class is: 2. (8) Reactant: Cl[C:2]1[NH:11][C:10](=[O:12])[C:9]2[C:4](=[CH:5][CH:6]=[CH:7][CH:8]=2)[N:3]=1.[CH2:13]1[C:19]2[CH:20]=[CH:21][CH:22]=[CH:23][C:18]=2[C:17](=[O:24])[CH2:16][CH2:15][NH:14]1.[CH2:25](N(CC)CC)C. Product: [OH:12][C:10]1[C:9]2[C:4](=[CH:5][CH:6]=[C:7]([CH3:25])[CH:8]=2)[N:3]=[C:2]([N:14]2[CH2:15][CH2:16][C:17](=[O:24])[C:18]3[CH:23]=[CH:22][CH:21]=[CH:20][C:19]=3[CH2:13]2)[N:11]=1. The catalyst class is: 11.